Dataset: Forward reaction prediction with 1.9M reactions from USPTO patents (1976-2016). Task: Predict the product of the given reaction. (1) The product is: [CH3:33][O:34][C:35]1[CH:40]=[CH:39][N:38]=[C:37]([CH2:41][N:30]2[CH2:31][CH2:32][N:27]([C:23]3[NH:24][C:25](=[O:26])[C:20]4[CH2:19][CH2:18][CH2:17][N:16]([CH3:15])[C:21]=4[N:22]=3)[CH2:28][CH2:29]2)[N:36]=1. Given the reactants FC(F)(F)C(O)=O.FC(F)(F)C(O)=O.[CH3:15][N:16]1[C:21]2[N:22]=[C:23]([N:27]3[CH2:32][CH2:31][NH:30][CH2:29][CH2:28]3)[NH:24][C:25](=[O:26])[C:20]=2[CH2:19][CH2:18][CH2:17]1.[CH3:33][O:34][C:35]1[CH:40]=[CH:39][N:38]=[C:37]([CH:41]=O)[N:36]=1.CN(C=O)C.C([BH3-])#N.[Na+], predict the reaction product. (2) Given the reactants [C:1]([O:9][CH2:10][CH3:11])(=[O:8])[CH2:2][C:3]([O:5][CH2:6][CH3:7])=[O:4].[H-].[Na+].Br[CH2:15][C:16]([O:18][C:19]([CH3:22])([CH3:21])[CH3:20])=[O:17].C(OCC)(=O)C, predict the reaction product. The product is: [CH2:10]([O:9][C:1](=[O:8])[CH:2]([C:3]([O:5][CH2:6][CH3:7])=[O:4])[CH2:15][C:16]([O:18][C:19]([CH3:22])([CH3:21])[CH3:20])=[O:17])[CH3:11]. (3) Given the reactants ClC1C=CC2C3N=C(NC4C=CC=C(I)C=4)N=CC=3CC(=O)NC=2C=1.C(NC(=O)OC(C)(C)C)C#C.C(OC(=O)[NH:43][CH2:44][C:45]#[C:46][C:47]1[CH:52]=[CH:51][CH:50]=[C:49]([NH:53][C:54]2[N:55]=[CH:56][C:57]3[CH2:63][C:62](=[O:64])[NH:61][C:60]4[CH:65]=[C:66]([Cl:69])[CH:67]=[CH:68][C:59]=4[C:58]=3[N:70]=2)[CH:48]=1)(C)(C)C, predict the reaction product. The product is: [NH2:43][CH2:44][C:45]#[C:46][C:47]1[CH:48]=[C:49]([NH:53][C:54]2[N:55]=[CH:56][C:57]3[CH2:63][C:62](=[O:64])[NH:61][C:60]4[CH:65]=[C:66]([Cl:69])[CH:67]=[CH:68][C:59]=4[C:58]=3[N:70]=2)[CH:50]=[CH:51][CH:52]=1. (4) Given the reactants Cl.[C:2](=[NH:7])([O:4][CH2:5][CH3:6])[CH3:3].C(N(CC)CC)C.[C:15](Cl)(=[O:22])[C:16]1[CH:21]=[CH:20][CH:19]=[CH:18][CH:17]=1, predict the reaction product. The product is: [CH2:5]([O:4][C:2](=[N:7][C:15](=[O:22])[C:16]1[CH:21]=[CH:20][CH:19]=[CH:18][CH:17]=1)[CH3:3])[CH3:6].